Dataset: Drug-target binding data from BindingDB using IC50 measurements. Task: Regression. Given a target protein amino acid sequence and a drug SMILES string, predict the binding affinity score between them. We predict pIC50 (pIC50 = -log10(IC50 in M); higher means more potent). Dataset: bindingdb_ic50. (1) The compound is O=C(CCCCCN1C(=O)c2cccc3cccc(c23)C1=O)NC1CCS(=O)(=O)C1. The target protein (P61088) has sequence MAGLPRRIIKETQRLLAEPVPGIKAEPDESNARYFHVVIAGPQDSPFEGGTFKLELFLPEEYPMAAPKVRFMTKIYHPNVDKLGRICLDILKDKWSPALQIRTVLLSIQALLSAPNPDDPLANDVAEQWKTNEAQAIETARAWTRLYAMNNI. The pIC50 is 4.7. (2) The drug is Nc1ncc(-c2ccc(CNc3ncc(C(F)(F)F)cc3C(=O)Nc3ccc(F)cc3)cc2)nc1O[C@@H]1CCNC1. The target protein sequence is MDGTAAEPRPGAGSLQHAQPPPQPRKKRPEDFKFGKILGEGSFSTVVLARELATSREYAIKILEKRHIIKENKVPYVTRERDVMSRLDHPFFVKLYFTFQDDEKLYFGLSYAKNGELLKYIRKIGSFDETCTRFYTAEIVSALEYLHGKGIIHRDLKPENILLNEDMHIQITDFGTAKVLSPESKQARANSFVGTAQYVSPELLTEKSACKSSDLWALGCIIYQLVAGLPPFRAGNEYLIFQKIIKLEYDFPEKFFPKARDLVEKLLVLDATKRLGCEEMEGYGPLKAHPFFESVTWENLHQQTPPKLT. The pIC50 is 7.0. (3) The drug is CCc1nc(N)nc(N)c1C#CCc1cccc(OC)c1OC. The target protein sequence is MIVSFMVAMDENRVIGKDNNLPWRLPSELQYVKKTTMGHPLIMGRKNYEAIGRPLPGRRNIIVTRNEGYHVEGCEVAHSVEEVFELCKNEEEIFIFGGAQIYDLFLPYVDKLYITKIHHAFEGDTFFPEMDMTNWKEVFVEKGLTDEKNPYTYYYHVYEKQQ. The pIC50 is 5.0. (4) The small molecule is Cc1nn(C)c2c(=O)[nH]c(-c3ccc(Cl)cc3[N+](=O)[O-])nc12. The target protein (P25099) has sequence MPPYISAFQAAYIGIEVLIALVSVPGNVLVIWAVKVNQALRDATFCFIVSLAVADVAVGALVIPLAILINIGPQTYFHTCLMVACPVLILTQSSILALLAIAVDRYLRVKIPLRYKTVVTQRRAAVAIAGCWILSLVVGLTPMFGWNNLSVVEQDWRANGSVGEPVIKCEFEKVISMEYMVYFNFFVWVLPPLLLMVLIYLEVFYLIRKQLNKKVSASSGDPQKYYGKELKIAKSLALILFLFALSWLPLHILNCITLFCPTCQKPSILIYIAIFLTHGNSAMNPIVYAFRIHKFRVTFLKIWNDHFRCQPKPPIDEDLPEEKAED. The pIC50 is 5.1. (5) The compound is C=CC(=O)NC[C@H](NC(=O)NC(C)(C)C)C(=O)N1CC2[C@@H]([C@H]1C(=O)NC(CC1CCC1)C(=O)C(N)=O)C2(C)C. The target protein sequence is APITAYAQQTRGLLGCIITSLTGRDKNQVEGEVQIVSTAAQTFLATCINGVCWTVYHGAGTRTIASPKGPVIQMYTNVDQDLVGWPAPQGARSLTPCTCGSSDLYLVTRHADVIPVRRRGDSRGSLLSPRPISYLKGSSGGPLLCPAGHAVGLFRSAVCTRGVAKAVDFIPVENLETTMRS. The pIC50 is 5.5. (6) The target protein sequence is KEPRDPDQLYSTLKSILQQVKSHQSAWPFMEPVKRTEAPGYYEVIRFPMDLKTMSERLKNRYYVSKKLFMADLQRVFTNCKEYNPPESEYYKCANILEKFFFSKIKEAGLIDK. The small molecule is CC(CN(C)C)Nc1nn(C)c(=O)c2ccccc12. The pIC50 is 7.2. (7) The drug is O=c1[nH]c2ccc(C#CCN3CCC(O)(Cc4ccccc4)CC3)cc2[nH]1. The target protein (Q05586) has sequence MSTMRLLTLALLFSCSVARAACDPKIVNIGAVLSTRKHEQMFREAVNQANKRHGSWKIQLNATSVTHKPNAIQMALSVCEDLISSQVYAILVSHPPTPNDHFTPTPVSYTAGFYRIPVLGLTTRMSIYSDKSIHLSFLRTVPPYSHQSSVWFEMMRVYSWNHIILLVSDDHEGRAAQKRLETLLEERESKAEKVLQFDPGTKNVTALLMEAKELEARVIILSASEDDAATVYRAAAMLNMTGSGYVWLVGEREISGNALRYAPDGILGLQLINGKNESAHISDAVGVVAQAVHELLEKENITDPPRGCVGNTNIWKTGPLFKRVLMSSKYADGVTGRVEFNEDGDRKFANYSIMNLQNRKLVQVGIYNGTHVIPNDRKIIWPGGETEKPRGYQMSTRLKIVTIHQEPFVYVKPTLSDGTCKEEFTVNGDPVKKVICTGPNDTSPGSPRHTVPQCCYGFCIDLLIKLARTMNFTYEVHLVADGKFGTQERVNNSNKKEWNG.... The pIC50 is 7.7. (8) The compound is Cc1ccc(-c2ccc(Cl)c(F)c2)cc1C1=C(O)[C@]2(CC[C@H](C(F)(F)F)CC2)NC1=O. The target protein sequence is LDLLEEKEGSLSPASVGSDTLSDLGISSLQDGLALHIRSSMSGLHLVKQGRDRKKIDSQRDFTVASPAEFVTRFGGNKVIEKVLIANNGIAAVKCMRSIRRWSYEMFRNERAIRFVVMVTPEDLKANAEYIKMADHYVPVPGGPNNNNYANVELILDIAKRIPVQAVWAGWGHASENPKLPELLLKNGIAFMGPPSQAMWALGDKIASSIVAQTAGIPTLPWSGSGLRVDWQENDFSKRILNVPQELYEKGYVKDVDDGLQAAEEVGYPVMIKASEGGGGKGIRKVNNADDFPNLFRQVQAEVPGSPIFVMRLAKQSRHLEVQILADQYGNAISLFGRDCSVQRRHQKIIEEAPATIATPAVFEHMEQCAVKLAKMVGYVSAGTVEYLYSQDGSFYFLELNPRLQVEHPCTEMVADVNLPAAQLQIAMGIPLYRIKDIRMMYGVSPWGDSPIDFEDSAHVPCPRGHVIAARITSENPDEGFKPSSGTVQELNFRSNKNVW.... The pIC50 is 7.2.